The task is: Predict the product of the given reaction.. This data is from Forward reaction prediction with 1.9M reactions from USPTO patents (1976-2016). Given the reactants FC(F)(F)C(O)=O.[CH2:8]([N:10]([CH2:62][CH3:63])[CH2:11][CH2:12][NH:13][C:14]([C:16]1[CH:21]=[CH:20][C:19]([C:22]2[CH:27]=[CH:26][C:25]([CH2:28][C@H:29]([NH:43][C:44]([C@H:46]3[CH2:51][CH2:50][C@H:49]([CH2:52][NH:53]C(=O)OC(C)(C)C)[CH2:48][CH2:47]3)=[O:45])[C:30](=[O:42])[NH:31][C:32]3[CH:40]=[C:39]4[C:35]([C:36](=[O:41])[NH:37][NH:38]4)=[CH:34][CH:33]=3)=[CH:24][CH:23]=2)=[C:18]([CH3:61])[CH:17]=1)=[O:15])[CH3:9].[ClH:64], predict the reaction product. The product is: [ClH:64].[NH2:53][CH2:52][C@H:49]1[CH2:48][CH2:47][C@H:46]([C:44]([NH:43][C@H:29]([C:30](=[O:42])[NH:31][C:32]2[CH:40]=[C:39]3[C:35]([C:36](=[O:41])[NH:37][NH:38]3)=[CH:34][CH:33]=2)[CH2:28][C:25]2[CH:24]=[CH:23][C:22]([C:19]3[CH:20]=[CH:21][C:16]([C:14]([NH:13][CH2:12][CH2:11][N:10]([CH2:8][CH3:9])[CH2:62][CH3:63])=[O:15])=[CH:17][C:18]=3[CH3:61])=[CH:27][CH:26]=2)=[O:45])[CH2:51][CH2:50]1.